From a dataset of Forward reaction prediction with 1.9M reactions from USPTO patents (1976-2016). Predict the product of the given reaction. Given the reactants C1CCC(N=C=NC2CCCCC2)CC1.[CH3:16][O:17][C:18]1[CH:26]=[CH:25][C:24]([O:27][CH3:28])=[CH:23][C:19]=1[C:20](O)=O.[CH3:29][NH:30][NH2:31].COC1C=CC(P2(SP(C3C=CC(OC)=CC=3)(=S)S2)=[S:41])=CC=1, predict the reaction product. The product is: [CH3:29][N:30]([C:20](=[S:41])[C:19]1[CH:23]=[C:24]([O:27][CH3:28])[CH:25]=[CH:26][C:18]=1[O:17][CH3:16])[NH2:31].